Dataset: Full USPTO retrosynthesis dataset with 1.9M reactions from patents (1976-2016). Task: Predict the reactants needed to synthesize the given product. The reactants are: [Br:1][C:2]1[CH:7]=[CH:6][C:5]([C:8]2([CH3:38])[N:12]([CH2:13][CH2:14][N:15]3[CH2:20][CH2:19][O:18][CH2:17][CH2:16]3)C(C3C=CC=CC=3)[N:10]([C:27]3[CH:32]=[CH:31][C:30]([C:33]([F:36])([F:35])[F:34])=[CH:29][CH:28]=3)[C:9]2=[O:37])=[CH:4][CH:3]=1.Cl. Given the product [Br:1][C:2]1[CH:7]=[CH:6][C:5]([C:8]([NH:12][CH2:13][CH2:14][N:15]2[CH2:20][CH2:19][O:18][CH2:17][CH2:16]2)([CH3:38])[C:9]([NH:10][C:27]2[CH:28]=[CH:29][C:30]([C:33]([F:35])([F:34])[F:36])=[CH:31][CH:32]=2)=[O:37])=[CH:4][CH:3]=1, predict the reactants needed to synthesize it.